From a dataset of NCI-60 drug combinations with 297,098 pairs across 59 cell lines. Regression. Given two drug SMILES strings and cell line genomic features, predict the synergy score measuring deviation from expected non-interaction effect. (1) Drug 1: CN1C(=O)N2C=NC(=C2N=N1)C(=O)N. Drug 2: CC1=C(C=C(C=C1)C(=O)NC2=CC(=CC(=C2)C(F)(F)F)N3C=C(N=C3)C)NC4=NC=CC(=N4)C5=CN=CC=C5. Cell line: UO-31. Synergy scores: CSS=0.357, Synergy_ZIP=0.359, Synergy_Bliss=0.396, Synergy_Loewe=-0.692, Synergy_HSA=-1.46. (2) Drug 1: C1=CC(=CC=C1CCC2=CNC3=C2C(=O)NC(=N3)N)C(=O)NC(CCC(=O)O)C(=O)O. Drug 2: CS(=O)(=O)OCCCCOS(=O)(=O)C. Cell line: HOP-92. Synergy scores: CSS=10.9, Synergy_ZIP=-4.82, Synergy_Bliss=-2.77, Synergy_Loewe=-11.7, Synergy_HSA=-2.03. (3) Drug 1: COC1=C(C=C2C(=C1)N=CN=C2NC3=CC(=C(C=C3)F)Cl)OCCCN4CCOCC4. Drug 2: CS(=O)(=O)OCCCCOS(=O)(=O)C. Cell line: MOLT-4. Synergy scores: CSS=52.2, Synergy_ZIP=1.81, Synergy_Bliss=6.47, Synergy_Loewe=0.966, Synergy_HSA=7.45. (4) Drug 1: CN1CCC(CC1)COC2=C(C=C3C(=C2)N=CN=C3NC4=C(C=C(C=C4)Br)F)OC. Drug 2: CN(CC1=CN=C2C(=N1)C(=NC(=N2)N)N)C3=CC=C(C=C3)C(=O)NC(CCC(=O)O)C(=O)O. Cell line: RXF 393. Synergy scores: CSS=13.3, Synergy_ZIP=-4.04, Synergy_Bliss=-2.56, Synergy_Loewe=-2.27, Synergy_HSA=-0.823.